Dataset: Forward reaction prediction with 1.9M reactions from USPTO patents (1976-2016). Task: Predict the product of the given reaction. (1) Given the reactants [C:1]([C@@:4]1([OH:51])[CH2:21][C@H:20]([O:22][C@@H:23]2[O:29][C@@H:28]([CH3:30])[C@@H:26]([OH:27])[CH:25]([N+:31]3([O-])[CH2:36][CH2:35][O:34][C@H:33]([O:37][CH3:38])[CH2:32]3)[CH2:24]2)[C:19]2[C:18]([OH:40])=[C:17]3[C:8]([C:9](=[O:49])[C:10]4[CH:11]=[CH:12][CH:13]=[C:14]([NH:42][C:43](=[O:48])[C:44]([F:47])([F:46])[F:45])[C:15]=4[C:16]3=[O:41])=[C:7]([OH:50])[C:6]=2[CH2:5]1)(=[O:3])[CH3:2].C([O-])([O-])=O.[K+].[K+].N1C(Cl)=NC(Cl)=NC=1Cl.NCC(O)CO, predict the reaction product. The product is: [C:1]([C@@:4]1([OH:51])[CH2:21][C@H:20]([O:22][C@@H:23]2[O:29][C@@H:28]([CH3:30])[C@H:26]3[O:27][C@H:32]4[N:31]([C@H:25]3[CH2:24]2)[CH2:36][CH2:35][O:34][C@@H:33]4[O:37][CH3:38])[C:19]2[C:18]([OH:40])=[C:17]3[C:8]([C:9](=[O:49])[C:10]4[CH:11]=[CH:12][CH:13]=[C:14]([NH:42][C:43](=[O:48])[C:44]([F:47])([F:46])[F:45])[C:15]=4[C:16]3=[O:41])=[C:7]([OH:50])[C:6]=2[CH2:5]1)(=[O:3])[CH3:2]. (2) Given the reactants Cl[C:2]([O:4][C:5]1[CH:10]=[CH:9][C:8]([O:11][C:12]2[CH:17]=[CH:16][C:15]([C:18]([F:21])([F:20])[F:19])=[CH:14][N:13]=2)=[CH:7][CH:6]=1)=[O:3].[Cl:22][C:23]1[CH:35]=[CH:34][CH:33]=[C:32]([F:36])[C:24]=1[CH2:25][N:26]1[CH2:31][CH2:30][NH:29][CH2:28][CH2:27]1.[K+].[Br-], predict the reaction product. The product is: [F:19][C:18]([F:21])([F:20])[C:15]1[CH:16]=[CH:17][C:12]([O:11][C:8]2[CH:9]=[CH:10][C:5]([O:4][C:2]([N:29]3[CH2:28][CH2:27][N:26]([CH2:25][C:24]4[C:32]([F:36])=[CH:33][CH:34]=[CH:35][C:23]=4[Cl:22])[CH2:31][CH2:30]3)=[O:3])=[CH:6][CH:7]=2)=[N:13][CH:14]=1. (3) Given the reactants [NH:1]1[CH2:6][CH2:5][S:4](=[O:8])(=[O:7])[CH2:3][CH2:2]1.C(=O)([O-])[O-].[K+].[K+].[Br:15][C:16]1[CH:21]=[CH:20][CH:19]=[C:18]([CH2:22]Cl)[CH:17]=1, predict the reaction product. The product is: [Br:15][C:16]1[CH:17]=[C:18]([CH:19]=[CH:20][CH:21]=1)[CH2:22][N:1]1[CH2:6][CH2:5][S:4](=[O:8])(=[O:7])[CH2:3][CH2:2]1. (4) Given the reactants C1(=O)CCCCCCCCCCCCCC1.[CH2:17]1[CH2:34][CH2:33][CH2:32][C:30](=[O:31])[CH2:29][CH2:28][CH2:27][CH2:26][CH2:25][CH2:24][CH2:23][CH:22]=[CH:21][CH2:20][CH2:19][CH2:18]1, predict the reaction product. The product is: [CH:30]1([OH:31])[CH2:32][CH2:33][CH2:34][CH2:17][CH2:18][CH2:19][CH2:20][CH:21]=[CH:22][CH2:23][CH2:24][CH2:25][CH2:26][CH2:27][CH2:28][CH2:29]1. (5) Given the reactants Cl.Cl.[CH2:3]([N:10]([CH2:25][CH2:26][N:27]([CH3:29])[CH3:28])[C:11](=[O:24])[CH2:12][O:13][C:14]1[CH:15]=[CH:16][CH:17]=[C:18]2[C:23]=1[CH2:22][NH:21][CH2:20][CH2:19]2)[C:4]1[CH:9]=[CH:8][CH:7]=[CH:6][CH:5]=1.[C:30](Cl)(=[O:33])[CH2:31][CH3:32].C([O-])(O)=O.[Na+], predict the reaction product. The product is: [CH2:3]([N:10]([CH2:25][CH2:26][N:27]([CH3:29])[CH3:28])[C:11](=[O:24])[CH2:12][O:13][C:14]1[CH:15]=[CH:16][CH:17]=[C:18]2[C:23]=1[CH2:22][N:21]([C:30](=[O:33])[CH2:31][CH3:32])[CH2:20][CH2:19]2)[C:4]1[CH:5]=[CH:6][CH:7]=[CH:8][CH:9]=1. (6) Given the reactants NC1N=C(C2SC3C=CC(OC4C=C(O)C=CC=4)=CC=3C=2C)C=CN=1.C[O:27][C:28]1[CH:29]=[C:30]([NH:34][C:35]2[CH:51]=[CH:50][C:38]3[S:39][C:40]([C:43]4[CH:48]=[CH:47][N:46]=[C:45]([NH2:49])[N:44]=4)=[C:41]([CH3:42])[C:37]=3[CH:36]=2)[CH:31]=[CH:32][CH:33]=1.COC1C=C(C=CC=1)OC1C=CC2SC(C3C=CN=C(N)N=3)=C(C)C=2C=1, predict the reaction product. The product is: [NH2:49][C:45]1[N:44]=[C:43]([C:40]2[S:39][C:38]3[CH:50]=[CH:51][C:35]([NH:34][C:30]4[CH:29]=[C:28]([OH:27])[CH:33]=[CH:32][CH:31]=4)=[CH:36][C:37]=3[C:41]=2[CH3:42])[CH:48]=[CH:47][N:46]=1.